This data is from Experimentally validated miRNA-target interactions with 360,000+ pairs, plus equal number of negative samples. The task is: Binary Classification. Given a miRNA mature sequence and a target amino acid sequence, predict their likelihood of interaction. (1) Result: 0 (no interaction). The protein sequence of the target gene is MSPRRTLPRPLSLCLSLCLCLCLAAALGSAQSGSCRDKKNCKVVFSQQELRKRLTPLQYHVTQEKGTESAFEGEYTHHKDPGIYKCVVCGTPLFKSETKFDSGSGWPSFHDVINSEAITFTDDFSYGMHRVETSCSQCGAHLGHIFDDGPRPTGKRYCINSAALSFTPADSSGTAEGGSGVASPAQADKAEL. The miRNA is hsa-miR-19a-3p with sequence UGUGCAAAUCUAUGCAAAACUGA. (2) The miRNA is hsa-miR-1267 with sequence CCUGUUGAAGUGUAAUCCCCA. The protein sequence of the target gene is MPKGGCSKTPQQEDFALSNDMVEKQTGKKDKDKVSLTKTPKLDRSDGGKEVRERATKRKLPFTVGANGEQKDSDTEKQGPERKRIKKEPVARKSGLLFGMGLSGIRAGYPLSERQQVALLMQMTAEESANSPVDTTPKHPSQSTVCQKGTPNSASKTKDKVNKRNERGETRLHRAAIRGDARRIKELISEGADVNVKDFAGWTALHEACNRGYYDIAKQLLAAGAEVNTKGLDDDTPLHDAANNGHYKVVKLLLRYGGNPQQSNRKGETPLKVANSPTMVNLLLGKGTYTSSEESSTESS.... Result: 0 (no interaction).